This data is from Forward reaction prediction with 1.9M reactions from USPTO patents (1976-2016). The task is: Predict the product of the given reaction. (1) Given the reactants CN(C)[CH:3]=[C:4]([N+:10]([O-:12])=[O:11])[C:5](OCC)=[O:6].[CH2:14]([O:21][CH2:22][C:23](=[NH:25])[NH2:24])[C:15]1[CH:20]=[CH:19][CH:18]=[CH:17][CH:16]=1.O(C)[Na].Cl, predict the reaction product. The product is: [CH2:14]([O:21][CH2:22][C:23]1[N:24]=[C:5]([OH:6])[C:4]([N+:10]([O-:12])=[O:11])=[CH:3][N:25]=1)[C:15]1[CH:20]=[CH:19][CH:18]=[CH:17][CH:16]=1. (2) Given the reactants [CH3:1][O:2][C:3](=[O:21])[CH2:4][CH2:5][C:6]1[CH:11]=[C:10]([C:12]([CH3:15])([CH3:14])[CH3:13])[C:9]([OH:16])=[C:8]([C:17]([CH3:20])([CH3:19])[CH3:18])[CH:7]=1.[CH2:22](O)[CH2:23][CH2:24][CH2:25][CH2:26][CH2:27][CH2:28][CH2:29][CH2:30][CH2:31][CH2:32][CH2:33][CH2:34][CH2:35][CH2:36][CH2:37][CH2:38]C.C([O-])(=O)C.[Li+], predict the reaction product. The product is: [CH2:1]([O:2][C:3](=[O:21])[CH2:4][CH2:5][C:6]1[CH:7]=[C:8]([C:17]([CH3:20])([CH3:19])[CH3:18])[C:9]([OH:16])=[C:10]([C:12]([CH3:14])([CH3:13])[CH3:15])[CH:11]=1)[CH2:38][CH2:37][CH2:36][CH2:35][CH2:34][CH2:33][CH2:32][CH2:31][CH2:30][CH2:29][CH2:28][CH2:27][CH2:26][CH2:25][CH2:24][CH2:23][CH3:22].